From a dataset of Catalyst prediction with 721,799 reactions and 888 catalyst types from USPTO. Predict which catalyst facilitates the given reaction. (1) Reactant: Br[CH2:2][C:3]1[C:8]([CH2:9][CH3:10])=[CH:7][N:6]=[CH:5][C:4]=1[Cl:11].[SH:12][C:13]1[N:18]=[C:17]([OH:19])[CH:16]=[C:15]([C:20]([F:23])([F:22])[F:21])[N:14]=1.C(N(CC)CC)C.CCOCC. Product: [Cl:11][C:4]1[CH:5]=[N:6][CH:7]=[C:8]([CH2:9][CH3:10])[C:3]=1[CH2:2][S:12][C:13]1[N:18]=[C:17]([OH:19])[CH:16]=[C:15]([C:20]([F:23])([F:21])[F:22])[N:14]=1. The catalyst class is: 8. (2) Reactant: [CH3:1][C:2]([N:10]1[CH:14]=[C:13]([C:15]2[C:16]3[CH:23]=[CH:22][N:21]([CH2:24][O:25][CH2:26][CH2:27][Si:28]([CH3:31])([CH3:30])[CH3:29])[C:17]=3[N:18]=[CH:19][N:20]=2)[CH:12]=[N:11]1)([CH3:9])[CH2:3][C:4](OCC)=[O:5].[H-].C([Al+]CC(C)C)C(C)C. Product: [CH3:9][C:2]([N:10]1[CH:14]=[C:13]([C:15]2[C:16]3[CH:23]=[CH:22][N:21]([CH2:24][O:25][CH2:26][CH2:27][Si:28]([CH3:31])([CH3:29])[CH3:30])[C:17]=3[N:18]=[CH:19][N:20]=2)[CH:12]=[N:11]1)([CH3:1])[CH2:3][CH2:4][OH:5]. The catalyst class is: 76. (3) Reactant: [CH3:1][O:2][C:3]1[CH:8]=[C:7]([CH2:9][NH:10][S:11]([C:14]2[CH:19]=[CH:18][C:17]([C:20]3[CH:25]=[CH:24][C:23]([F:26])=[CH:22][C:21]=3[F:27])=[CH:16][C:15]=2[C:28]#[N:29])(=[O:13])=[O:12])[CH:6]=[CH:5][N:4]=1.C(=O)([O-])[O-].[Na+].[Na+]. Product: [F:27][C:21]1[CH:22]=[C:23]([F:26])[CH:24]=[CH:25][C:20]=1[C:17]1[CH:18]=[CH:19][C:14]2[S:11](=[O:13])(=[O:12])[N:10]([CH2:9][C:7]3[CH:6]=[CH:5][N:4]=[C:3]([O:2][CH3:1])[CH:8]=3)[C:28](=[NH:29])[C:15]=2[CH:16]=1. The catalyst class is: 93.